From a dataset of Forward reaction prediction with 1.9M reactions from USPTO patents (1976-2016). Predict the product of the given reaction. Given the reactants [Br:1][C:2]1[CH:3]=[C:4]([OH:8])[CH:5]=[CH:6][CH:7]=1.C(=O)([O-])[O-].[K+].[K+].Cl[CH2:16][CH2:17][CH2:18][O:19][CH3:20], predict the reaction product. The product is: [Br:1][C:2]1[CH:7]=[CH:6][CH:5]=[C:4]([O:8][CH2:16][CH2:17][CH2:18][O:19][CH3:20])[CH:3]=1.